From a dataset of Forward reaction prediction with 1.9M reactions from USPTO patents (1976-2016). Predict the product of the given reaction. (1) The product is: [Cl:1][C:2]1[CH:7]=[C:6]([Cl:8])[CH:5]=[CH:4][C:3]=1[C:9]1[C:28](=[O:29])[N:27]([CH3:30])[C:12]2[N:13]([CH3:26])[C:14]3[C:19]([C:11]=2[CH:10]=1)=[CH:18][C:17]([C:20]1[CH:24]=[CH:23][N:22]([CH2:32][CH2:33][O:34][CH:35]2[CH2:40][CH2:39][CH2:38][CH2:37][O:36]2)[N:21]=1)=[CH:16][CH:15]=3. Given the reactants [Cl:1][C:2]1[CH:7]=[C:6]([Cl:8])[CH:5]=[CH:4][C:3]=1[C:9]1[C:28](=[O:29])[N:27]([CH3:30])[C:12]2[N:13]([CH3:26])[C:14]3[C:19]([C:11]=2[CH:10]=1)=[CH:18][C:17]([C:20]1[NH:21][N:22]=[C:23](C)[CH:24]=1)=[CH:16][CH:15]=3.Br[CH2:32][CH2:33][O:34][CH:35]1[CH2:40][CH2:39][CH2:38][CH2:37][O:36]1, predict the reaction product. (2) Given the reactants [CH:1]1([CH2:4][O:5][C:6]2[N:11]=[C:10]([C:12]([OH:14])=O)[CH:9]=[CH:8][C:7]=2[N:15]2[CH2:18][C:17]([F:20])([F:19])[CH2:16]2)[CH2:3][CH2:2]1.FC(F)(F)C(O)=O.[CH3:28][NH:29][C:30]1[CH:35]=[CH:34][CH:33]=[CH:32][CH:31]=1, predict the reaction product. The product is: [CH3:28][N:29]([C:30]1[CH:35]=[CH:34][CH:33]=[CH:32][CH:31]=1)[C:12]([C:10]1[CH:9]=[CH:8][C:7]([N:15]2[CH2:18][C:17]([F:20])([F:19])[CH2:16]2)=[C:6]([O:5][CH2:4][CH:1]2[CH2:2][CH2:3]2)[N:11]=1)=[O:14]. (3) Given the reactants [C:1]([O:5][C:6]([N:8]1[CH2:16][CH:15]2[CH:10]([CH2:11][CH2:12][CH2:13][CH2:14]2)[CH:9]1[C:17](=[NH:20])[NH:18][OH:19])=[O:7])([CH3:4])([CH3:3])[CH3:2].[C:21](C1NC=CN=1)(C1NC=CN=1)=[O:22], predict the reaction product. The product is: [C:1]([O:5][C:6]([N:8]1[CH2:16][CH:15]2[CH:10]([CH2:11][CH2:12][CH2:13][CH2:14]2)[CH:9]1[C:17]1[NH:20][C:21](=[O:22])[O:19][N:18]=1)=[O:7])([CH3:4])([CH3:2])[CH3:3]. (4) Given the reactants Cl[C:2]1[CH:7]=[CH:6][C:5]([N:8]([C@H:13]2[C:22]3[C:17](=[CH:18][CH:19]=[C:20]([N:23]([CH2:26][CH3:27])[CH2:24][CH3:25])[CH:21]=3)[N:16]([C:28](=[O:36])[C:29]3[CH:34]=[CH:33][C:32]([F:35])=[CH:31][CH:30]=3)[C@@H:15]([CH3:37])[CH2:14]2)[C:9](=[O:12])[CH2:10][CH3:11])=[CH:4][CH:3]=1.ClC1C=C[C:42]([N:45]([C@H]2C3[C:42](=[CH:41][CH:41]=[C:42]([N:45]4CCO[CH2:47][CH2:46]4)C=3)[N:45](C(=O)C3C=CC(F)=CC=3)[C@@H:46](C)[CH2:47]2)[C:46](=O)[CH2:47]C)=[CH:41]C=1.C(NCC)C.N1CCOCC1, predict the reaction product. The product is: [CH2:24]([N:23]([CH2:26][CH3:27])[C:20]1[CH:21]=[C:22]2[C:17](=[CH:18][CH:19]=1)[N:16]([C:28](=[O:36])[C:29]1[CH:30]=[CH:31][C:32]([F:35])=[CH:33][CH:34]=1)[C@@H:15]([CH3:37])[CH2:14][C@H:13]2[N:8]([C:5]1[CH:4]=[CH:3][C:2]([N:45]([CH2:46][CH3:47])[CH2:42][CH3:41])=[CH:7][CH:6]=1)[C:9](=[O:12])[CH2:10][CH3:11])[CH3:25]. (5) Given the reactants [CH2:1]([Sn](CCCC)(CCCC)CCCC)[CH:2]=[CH2:3].N#N.Br[C:20]1[CH:42]=[N:41][C:23]2[N:24]([CH2:39][CH3:40])[C:25]3[N:34]=[C:33]([C:35]([F:38])([F:37])[F:36])[CH:32]=[CH:31][C:26]=3[N:27]([CH3:30])[C:28](=[O:29])[C:22]=2[CH:21]=1, predict the reaction product. The product is: [CH2:39]([N:24]1[C:23]2[N:41]=[CH:42][C:20]([CH2:3][CH:2]=[CH2:1])=[CH:21][C:22]=2[C:28](=[O:29])[N:27]([CH3:30])[C:26]2[CH:31]=[CH:32][C:33]([C:35]([F:38])([F:37])[F:36])=[N:34][C:25]1=2)[CH3:40].